This data is from Reaction yield outcomes from USPTO patents with 853,638 reactions. The task is: Predict the reaction yield, written as a fraction of the theoretical maximum amount of product (1.0 means a 100% yield; for example, 0.34 means a 34% yield). (1) The reactants are Cl.[CH3:2][C:3]1[CH:8]=[CH:7][C:6]([S:9]([O:12][C:13]2[CH:14]=[C:15]3[C:20](=[CH:21][CH:22]=2)[NH:19][C:18]([CH3:24])([CH3:23])[CH:17]=[C:16]3[CH3:25])(=[O:11])=[O:10])=[CH:5][CH:4]=1. The catalyst is [C].[Pd].CO. The product is [CH3:2][C:3]1[CH:4]=[CH:5][C:6]([S:9]([O:12][C:13]2[CH:14]=[C:15]3[C:20](=[CH:21][CH:22]=2)[NH:19][C:18]([CH3:24])([CH3:23])[CH2:17][CH:16]3[CH3:25])(=[O:11])=[O:10])=[CH:7][CH:8]=1. The yield is 0.560. (2) The reactants are [CH2:1]([N:8]1[CH2:18][CH:17]([C:19]2[CH:24]=[CH:23][C:22]([CH3:25])=[CH:21][CH:20]=2)[O:16][C:10]2([CH2:15][CH2:14][NH:13][CH2:12][CH2:11]2)[CH2:9]1)[C:2]1[CH:7]=[CH:6][CH:5]=[CH:4][CH:3]=1.[CH:26]([O:29][C:30]1[CH:38]=[CH:37][C:33]([C:34](O)=[O:35])=[CH:32][C:31]=1[CH3:39])([CH3:28])[CH3:27].CN(C(ON1N=NC2C=CC=NC1=2)=[N+](C)C)C.F[P-](F)(F)(F)(F)F.C(N(CC)CC)C. The catalyst is C(Cl)Cl.C([O-])(O)=O.[Na+].CN(C=O)C. The product is [CH2:1]([N:8]1[CH2:18][CH:17]([C:19]2[CH:20]=[CH:21][C:22]([CH3:25])=[CH:23][CH:24]=2)[O:16][C:10]2([CH2:11][CH2:12][N:13]([C:34]([C:33]3[CH:37]=[CH:38][C:30]([O:29][CH:26]([CH3:27])[CH3:28])=[C:31]([CH3:39])[CH:32]=3)=[O:35])[CH2:14][CH2:15]2)[CH2:9]1)[C:2]1[CH:3]=[CH:4][CH:5]=[CH:6][CH:7]=1. The yield is 0.790.